Dataset: Reaction yield outcomes from USPTO patents with 853,638 reactions. Task: Predict the reaction yield, written as a fraction of the theoretical maximum amount of product (1.0 means a 100% yield; for example, 0.34 means a 34% yield). (1) The reactants are Br[C:2]1[N:9]=[CH:8][CH:7]=[C:6]([Cl:10])[C:3]=1[CH:4]=[O:5].[C:11]1(=[O:24])[C:16]2[CH:17]=[C:18]3[N:23]([C:15]=2[CH2:14][CH2:13][NH:12]1)[CH2:22][CH2:21][CH2:20][CH2:19]3.CC1(C)C2C(=C(P(C3C=CC=CC=3)C3C=CC=CC=3)C=CC=2)OC2C(P(C3C=CC=CC=3)C3C=CC=CC=3)=CC=CC1=2.C(=O)([O-])[O-].[K+].[K+]. The catalyst is C1C=CC(/C=C/C(/C=C/C2C=CC=CC=2)=O)=CC=1.C1C=CC(/C=C/C(/C=C/C2C=CC=CC=2)=O)=CC=1.C1C=CC(/C=C/C(/C=C/C2C=CC=CC=2)=O)=CC=1.[Pd].[Pd].O1CCOCC1. The product is [Cl:10][C:6]1[C:3]([CH:4]=[O:5])=[C:2]([N:12]2[CH2:13][CH2:14][C:15]3[N:23]4[C:18]([CH2:19][CH2:20][CH2:21][CH2:22]4)=[CH:17][C:16]=3[C:11]2=[O:24])[N:9]=[CH:8][CH:7]=1. The yield is 0.500. (2) The reactants are [C:1]([C@H:4]1[CH2:8][CH2:7][CH2:6][N:5]1[C:9](=[O:24])[CH2:10][CH2:11][CH2:12][CH2:13][C:14]([N:16]1[CH2:20][CH2:19][CH2:18][C@@H:17]1[C:21]([OH:23])=[O:22])=[O:15])([OH:3])=[O:2]. The catalyst is C(O)CCC=C. The product is [CH2:1]([O:22][C:21]([C@H:17]1[CH2:18][CH2:19][CH2:20][N:16]1[C:14](=[O:15])[CH2:13][CH2:12][CH2:11][CH2:10][C:9]([N:5]1[CH2:6][CH2:7][CH2:8][C@@H:4]1[C:1]([O:3][CH2:13][CH2:12][CH2:11][CH:10]=[CH2:9])=[O:2])=[O:24])=[O:23])[CH2:4][CH2:8][CH:7]=[CH2:6]. The yield is 0.580. (3) The reactants are [CH:1]1([CH2:4][CH2:5][N:6]2[C:11](=[O:12])[CH2:10][C:9](=[O:13])[N:8]([C:14]3[CH:19]=[CH:18][CH:17]=[C:16]([N+:20]([O-:22])=[O:21])[CH:15]=3)[C:7]2=[O:23])[CH2:3][CH2:2]1.C(N(C(C)C)CC)(C)C.[N:33]([CH2:36][C:37]([O:39]CC)=[O:38])=[C:34]=[O:35]. The catalyst is ClCCl. The product is [CH:1]1([CH2:4][CH2:5][N:6]2[C:11]([OH:12])=[C:10]([C:34]([NH:33][CH2:36][C:37]([OH:39])=[O:38])=[O:35])[C:9](=[O:13])[N:8]([C:14]3[CH:19]=[CH:18][CH:17]=[C:16]([N+:20]([O-:22])=[O:21])[CH:15]=3)[C:7]2=[O:23])[CH2:3][CH2:2]1. The yield is 0.370. (4) The reactants are [Br:1][CH2:2][CH2:3][CH2:4][CH2:5][C:6]([OH:8])=[O:7].[C:9]1([P:15]([C:22]2[CH:27]=[CH:26][CH:25]=[CH:24][CH:23]=2)[C:16]2[CH:21]=[CH:20][CH:19]=[CH:18][CH:17]=2)[CH:14]=[CH:13][CH:12]=[CH:11][CH:10]=1. The product is [Br-:1].[C:6]([CH2:5][CH2:4][CH2:3][CH2:2][P+:15]([C:16]1[CH:17]=[CH:18][CH:19]=[CH:20][CH:21]=1)([C:22]1[CH:27]=[CH:26][CH:25]=[CH:24][CH:23]=1)[C:9]1[CH:10]=[CH:11][CH:12]=[CH:13][CH:14]=1)([OH:8])=[O:7]. The catalyst is C(#N)C. The yield is 0.870. (5) The reactants are [CH3:1][O:2][C:3]([C:5]1[C:13]([NH:14][C:15]2[CH:20]=[CH:19][C:18]([Br:21])=[CH:17][C:16]=2[Cl:22])=[C:12]([F:23])[C:8]2[N:9]=[CH:10][NH:11][C:7]=2[CH:6]=1)=[O:4].C([O-])([O-])=O.[K+].[K+].[CH:30]([S:32]([CH3:35])(=[O:34])=[O:33])=[CH2:31]. The catalyst is CN(C=O)C.C(OCC)(=O)C.O. The product is [CH3:1][O:2][C:3]([C:5]1[C:13]([NH:14][C:15]2[CH:20]=[CH:19][C:18]([Br:21])=[CH:17][C:16]=2[Cl:22])=[C:12]([F:23])[C:8]2[N:9]=[CH:10][N:11]([CH2:31][CH2:30][S:32]([CH3:35])(=[O:34])=[O:33])[C:7]=2[CH:6]=1)=[O:4]. The yield is 0.590. (6) The reactants are [Br-:1].[Br-].[Br-].C1([N+](C)(C)C)C=CC=CC=1.C1([N+](C)(C)C)C=CC=CC=1.C1([N+](C)(C)C)C=CC=CC=1.[Cl:34][C:35]1[CH:36]=[CH:37][C:38]([OH:44])=[C:39]([C:41](=[O:43])[CH3:42])[CH:40]=1.O. The catalyst is O1CCCC1. The product is [Br:1][CH2:42][C:41]([C:39]1[CH:40]=[C:35]([Cl:34])[CH:36]=[CH:37][C:38]=1[OH:44])=[O:43]. The yield is 0.756. (7) The reactants are [CH3:1][C:2]([C:4]1[CH:9]=[CH:8][CH:7]=[CH:6][CH:5]=1)=[CH2:3].[CH:10]1([Si:16](C)([CH3:18])[CH3:17])C=CCC=C1. No catalyst specified. The product is [CH3:10][Si:16]([CH3:18])([CH3:17])[CH2:3][CH:2]([C:4]1[CH:9]=[CH:8][CH:7]=[CH:6][CH:5]=1)[CH3:1]. The yield is 0.850. (8) The reactants are [Cl-].O[NH3+:3].[C:4](=[O:7])([O-])[OH:5].[Na+].CS(C)=O.[CH3:13][C:14]1([CH3:50])[CH2:18][C:17]2[CH:19]=[C:20]([N:23]3[C:28](=[O:29])[C:27]([CH2:30][C:31]4[CH:36]=[CH:35][C:34]([C:37]5[C:38]([C:43]#[N:44])=[CH:39][CH:40]=[CH:41][CH:42]=5)=[CH:33][CH:32]=4)=[C:26]([CH2:45][CH2:46][CH3:47])[N:25]=[C:24]3[O:48][CH3:49])[CH:21]=[CH:22][C:16]=2[O:15]1. The catalyst is O. The product is [CH3:50][C:14]1([CH3:13])[CH2:18][C:17]2[CH:19]=[C:20]([N:23]3[C:28](=[O:29])[C:27]([CH2:30][C:31]4[CH:36]=[CH:35][C:34]([C:37]5[CH:42]=[CH:41][CH:40]=[CH:39][C:38]=5[C:43]5[NH:3][C:4](=[O:7])[O:5][N:44]=5)=[CH:33][CH:32]=4)=[C:26]([CH2:45][CH2:46][CH3:47])[N:25]=[C:24]3[O:48][CH3:49])[CH:21]=[CH:22][C:16]=2[O:15]1. The yield is 0.660. (9) The reactants are [NH2:1][C:2]1[NH:7][C:6](=[O:8])[C:5]([CH2:9][N:10](CC2C=CC=CC=2)CC2C=CC=CC=2)=[N:4][N:3]=1.[CH3:25][C:26]([OH:28])=[O:27].[CH2:29](N(CC)CC)C.O=C1CCC(=O)N1OC(C[C@H]1[CH2:52][CH2:51][C@H:50]([C:53]([O-:55])=O)[CH2:49][CH2:48]1)=O. The catalyst is [Pd].CC#N.O. The product is [CH3:29][O:27][C:26]([C@H:25]1[CH2:48][CH2:49][C@H:50]([C:53](=[O:55])[NH:10][CH2:9][C:5]2[C:6](=[O:8])[NH:7][C:2]([NH2:1])=[N:3][N:4]=2)[CH2:51][CH2:52]1)=[O:28]. The yield is 0.630. (10) The product is [CH3:1][O:2][C:3](=[O:14])[C:4]1[CH:9]=[CH:8][CH:7]=[C:6]([CH2:10][N:11]2[CH:24]=[C:23]([C:20]3[CH:21]=[CH:22][C:17]([C:15]#[N:16])=[CH:18][CH:19]=3)[N:13]=[N:12]2)[CH:5]=1. The reactants are [CH3:1][O:2][C:3](=[O:14])[C:4]1[CH:9]=[CH:8][CH:7]=[C:6]([CH2:10][N:11]=[N+:12]=[N-:13])[CH:5]=1.[C:15]([C:17]1[CH:22]=[CH:21][C:20]([C:23]#[CH:24])=[CH:19][CH:18]=1)#[N:16].O=C1O[C@H]([C@H](CO)O)C([O-])=C1O.[Na+]. The catalyst is ClCCl.C(OCC)C.S([O-])([O-])(=O)=O.[Cu+2]. The yield is 0.840.